From a dataset of Forward reaction prediction with 1.9M reactions from USPTO patents (1976-2016). Predict the product of the given reaction. (1) Given the reactants Cl[C:2]1[N:3]=[CH:4][C:5]2[N:11]([CH3:12])[C:10](=[O:13])[C:9]([F:15])([CH3:14])[CH2:8][N:7]([CH:16]3[CH2:21][CH2:20][CH2:19][CH2:18][CH2:17]3)[C:6]=2[N:22]=1.[NH2:23][C:24]1[CH:32]=[CH:31][C:27]([C:28]([OH:30])=[O:29])=[CH:26][C:25]=1[O:33][CH3:34], predict the reaction product. The product is: [CH:16]1([N:7]2[CH2:8][C:9]([F:15])([CH3:14])[C:10](=[O:13])[N:11]([CH3:12])[C:5]3[CH:4]=[N:3][C:2]([NH:23][C:24]4[CH:32]=[CH:31][C:27]([C:28]([OH:30])=[O:29])=[CH:26][C:25]=4[O:33][CH3:34])=[N:22][C:6]2=3)[CH2:21][CH2:20][CH2:19][CH2:18][CH2:17]1. (2) Given the reactants [NH:1]1[C:9]2[C:4](=[CH:5][CH:6]=[CH:7][CH:8]=2)[CH2:3][C:2]1=[O:10].[NH:11]1[C:15]2[CH:16]=[CH:17][C:18]([CH:20]=O)=[CH:19][C:14]=2[N:13]=[N:12]1.N1CCCCC1, predict the reaction product. The product is: [NH:11]1[C:15]2[CH:16]=[CH:17][C:18](/[CH:20]=[C:3]3/[C:2](=[O:10])[NH:1][C:9]4[C:4]/3=[CH:5][CH:6]=[CH:7][CH:8]=4)=[CH:19][C:14]=2[N:13]=[N:12]1.